Dataset: Forward reaction prediction with 1.9M reactions from USPTO patents (1976-2016). Task: Predict the product of the given reaction. (1) Given the reactants [N:1]1[C:10]2[C:5](=[CH:6][CH:7]=[CH:8][CH:9]=2)[CH:4]=[C:3]([C:11]([OH:13])=O)[CH:2]=1.S(Cl)([Cl:16])=O, predict the reaction product. The product is: [N:1]1[C:10]2[C:5](=[CH:6][CH:7]=[CH:8][CH:9]=2)[CH:4]=[C:3]([C:11]([Cl:16])=[O:13])[CH:2]=1. (2) Given the reactants [F:1][C:2]1[CH:7]=[CH:6][C:5]([S:8]([NH:11][C:12]2[C:21]([C:22]([O:24]C)=[O:23])=[C:20]3[C:15]([C:16]4[CH:28]=[CH:27][O:26][C:17]=4[CH2:18][O:19]3)=[CH:14][CH:13]=2)(=[O:10])=[O:9])=[C:4](/[CH:29]=[CH:30]\[CH2:31][N:32]2[CH2:36][CH2:35][C@@H:34]([O:37]C(=O)C)[CH2:33]2)[CH:3]=1.O.[OH-].[Li+].C(O)=O, predict the reaction product. The product is: [F:1][C:2]1[CH:7]=[CH:6][C:5]([S:8]([NH:11][C:12]2[C:21]([C:22]([OH:24])=[O:23])=[C:20]3[C:15]([C:16]4[CH:28]=[CH:27][O:26][C:17]=4[CH2:18][O:19]3)=[CH:14][CH:13]=2)(=[O:9])=[O:10])=[C:4](/[CH:29]=[CH:30]\[CH2:31][N:32]2[CH2:36][CH2:35][C@@H:34]([OH:37])[CH2:33]2)[CH:3]=1.